Task: Predict the reaction yield, written as a fraction of the theoretical maximum amount of product (1.0 means a 100% yield; for example, 0.34 means a 34% yield).. Dataset: Reaction yield outcomes from USPTO patents with 853,638 reactions (1) The reactants are C([O:8][C:9]1[CH:14]=[CH:13][C:12]([C:15]([O:24][CH2:25][O:26][CH3:27])([C:20]([F:23])([F:22])[F:21])[C:16]([F:19])([F:18])[F:17])=[CH:11][C:10]=1[CH2:28][CH2:29][CH3:30])C1C=CC=CC=1. The catalyst is [C].[Pd].CO. The product is [F:17][C:16]([F:18])([F:19])[C:15]([C:12]1[CH:13]=[CH:14][C:9]([OH:8])=[C:10]([CH2:28][CH2:29][CH3:30])[CH:11]=1)([O:24][CH2:25][O:26][CH3:27])[C:20]([F:21])([F:23])[F:22]. The yield is 1.00. (2) The reactants are [H-].[Na+].[Br:3][C:4]1[CH:9]=[CH:8][C:7]([CH2:10][C:11]#N)=[C:6]([Cl:13])[CH:5]=1.[CH3:14]I.C[N:17]([CH:19]=O)C. The catalyst is C1COCC1. The product is [Br:3][C:4]1[CH:9]=[CH:8][C:7]([C:10]([CH3:14])([CH3:11])[C:19]#[N:17])=[C:6]([Cl:13])[CH:5]=1. The yield is 0.870. (3) The reactants are [NH2:1][C:2]1[CH:7]=[CH:6][CH:5]=[CH:4][CH:3]=1.Cl[C:9](Cl)=[CH:10][C:11]([C:13]1[C:14]([Cl:24])=[N:15][C:16]([Cl:23])=[CH:17][C:18]=1[C:19]([F:22])([F:21])[F:20])=[O:12].Cl. The catalyst is O1CCOCC1. The product is [NH:1]([C:9]([NH:1][C:2]1[CH:7]=[CH:6][CH:5]=[CH:4][CH:3]=1)=[CH:10][C:11]([C:13]1[C:14]([Cl:24])=[N:15][C:16]([Cl:23])=[CH:17][C:18]=1[C:19]([F:22])([F:21])[F:20])=[O:12])[C:2]1[CH:7]=[CH:6][CH:5]=[CH:4][CH:3]=1. The yield is 0.430. (4) The reactants are [OH:1][C:2]1[CH:9]=[CH:8][C:5]([CH:6]=[O:7])=[CH:4][CH:3]=1.C(=O)([O-])[O-].[K+].[K+].[CH2:16]([O:18][C:19](=[O:24])[CH2:20][CH2:21][CH2:22]Br)[CH3:17]. The catalyst is CN(C)C=O. The product is [CH2:16]([O:18][C:19](=[O:24])[CH2:20][CH2:21][CH2:22][O:1][C:2]1[CH:9]=[CH:8][C:5]([CH:6]=[O:7])=[CH:4][CH:3]=1)[CH3:17]. The yield is 1.00. (5) The reactants are C(Cl)(=O)OC(Cl)C.C([N:15]1[CH2:20][CH2:19][C:18]([C:27]2[N:32]=[C:31]([Cl:33])[N:30]=[C:29]([N:34]3[CH2:39][CH2:38][O:37][CH2:36][CH2:35]3)[CH:28]=2)([S:21]([CH:24]2[CH2:26][CH2:25]2)(=[O:23])=[O:22])[CH2:17][CH2:16]1)C1C=CC=CC=1.[C:48](O[C:48]([O:50][C:51]([CH3:54])([CH3:53])[CH3:52])=[O:49])([O:50][C:51]([CH3:54])([CH3:53])[CH3:52])=[O:49].C(N(C(C)C)C(C)C)C. The catalyst is C(Cl)Cl.CO. The product is [Cl:33][C:31]1[N:32]=[C:27]([C:18]2([S:21]([CH:24]3[CH2:26][CH2:25]3)(=[O:23])=[O:22])[CH2:19][CH2:20][N:15]([C:48]([O:50][C:51]([CH3:52])([CH3:53])[CH3:54])=[O:49])[CH2:16][CH2:17]2)[CH:28]=[C:29]([N:34]2[CH2:39][CH2:38][O:37][CH2:36][CH2:35]2)[N:30]=1. The yield is 0.460.